This data is from Catalyst prediction with 721,799 reactions and 888 catalyst types from USPTO. The task is: Predict which catalyst facilitates the given reaction. (1) Reactant: [OH2:1].O[C:3]1[C:11]2[N:10]=[N:9][NH:8][C:7]=2[CH:6]=[CH:5][CH:4]=1. Product: [CH:4]1[CH:5]=[CH:6][C:7]2[N:8]([OH:1])[N:9]=[N:10][C:11]=2[CH:3]=1. The catalyst class is: 6. (2) Reactant: [CH2:1]([O:3][C:4]1[CH:5]=[C:6]([C@H:12]([N:19]2[C:27](=[O:28])[C:26]3[C:21](=[CH:22][CH:23]=[CH:24][C:25]=3[NH:29][C:30](=[O:34])[CH:31]([CH3:33])[CH3:32])[CH2:20]2)[CH2:13][CH2:14][N:15]([CH:17]=[O:18])[OH:16])[CH:7]=[CH:8][C:9]=1[O:10][CH3:11])[CH3:2].[C:35](OC(=O)C)(=[O:37])[CH3:36]. Product: [C:35]([O:16][N:15]([CH2:14][CH2:13][C@@H:12]([N:19]1[C:27](=[O:28])[C:26]2[C:21](=[CH:22][CH:23]=[CH:24][C:25]=2[NH:29][C:30](=[O:34])[CH:31]([CH3:33])[CH3:32])[CH2:20]1)[C:6]1[CH:7]=[CH:8][C:9]([O:10][CH3:11])=[C:4]([O:3][CH2:1][CH3:2])[CH:5]=1)[CH:17]=[O:18])(=[O:37])[CH3:36]. The catalyst class is: 10. (3) Reactant: [Cl:1][C:2]1[CH:3]=[C:4]([C:9]([NH:11][C:12]2[CH:16]=[C:15]([CH3:17])[N:14]([CH2:18][C:19]3[CH:24]=[C:23]([Cl:25])[CH:22]=[CH:21][C:20]=3[O:26][CH2:27][CH:28]([CH3:30])[CH3:29])[N:13]=2)=[O:10])[CH:5]=[N:6][C:7]=1Cl.[NH:31]1[CH2:36][CH2:35][O:34][CH2:33][CH2:32]1. Product: [Cl:1][C:2]1[CH:3]=[C:4]([C:9]([NH:11][C:12]2[CH:16]=[C:15]([CH3:17])[N:14]([CH2:18][C:19]3[CH:24]=[C:23]([Cl:25])[CH:22]=[CH:21][C:20]=3[O:26][CH2:27][CH:28]([CH3:30])[CH3:29])[N:13]=2)=[O:10])[CH:5]=[N:6][C:7]=1[N:31]1[CH2:36][CH2:35][O:34][CH2:33][CH2:32]1. The catalyst class is: 9. (4) Reactant: C([Li])CCC.[CH2:6]1[CH2:10][O:9][CH2:8][CH2:7]1.[CH2:11]([C:17]1[S:18]C=CC=1)[CH2:12][CH2:13][CH2:14][CH2:15][CH3:16].CN(C=O)C. Product: [CH2:11]([C:17]1[S:18][C:6]([CH:10]=[O:9])=[CH:7][CH:8]=1)[CH2:12][CH2:13][CH2:14][CH2:15][CH3:16]. The catalyst class is: 775.